From a dataset of Reaction yield outcomes from USPTO patents with 853,638 reactions. Predict the reaction yield, written as a fraction of the theoretical maximum amount of product (1.0 means a 100% yield; for example, 0.34 means a 34% yield). (1) The reactants are [Cl:1][C:2]1[C:10]2[N:9]=[C:8]3[N:11]([C:15]4[C:16]([CH3:24])=[N:17][C:18]([N:21]([CH3:23])[CH3:22])=[CH:19][CH:20]=4)[CH2:12][CH2:13][CH2:14][N:7]3[C:6]=2[C:5]([CH:25]([OH:28])[CH2:26][CH3:27])=[CH:4][CH:3]=1.N(C(N1CCCCC1)=O)=NC(N1CCCCC1)=O.C(P)CCC.[F:52][C:53]([F:57])([F:56])[CH2:54]O. The catalyst is O1CCCC1. The product is [Cl:1][C:2]1[C:10]2[N:9]=[C:8]3[N:11]([C:15]4[CH:20]=[CH:19][C:18]([N:21]([CH3:23])[CH3:22])=[N:17][C:16]=4[CH3:24])[CH2:12][CH2:13][CH2:14][N:7]3[C:6]=2[C:5]([CH:25]([O:28][CH2:54][C:53]([F:57])([F:56])[F:52])[CH2:26][CH3:27])=[CH:4][CH:3]=1. The yield is 0.360. (2) The reactants are [CH2:1]([Zn]CC)C.[C:6]([O:9][C:10]1[CH:17]=[CH:16][C:13]([CH:14]=[CH2:15])=[CH:12][CH:11]=1)(=[O:8])[CH3:7].ICI. The catalyst is C1(C)C=CC=CC=1. The product is [CH:14]1([C:13]2[CH:16]=[CH:17][C:10]([O:9][C:6](=[O:8])[CH3:7])=[CH:11][CH:12]=2)[CH2:1][CH2:15]1. The yield is 0.830. (3) The reactants are N[C:2]1[C:7]([Br:8])=[CH:6][C:5]([Cl:9])=[CH:4][N:3]=1.N([O-])=[O:11].[Na+]. The catalyst is O.Cl. The product is [Br:8][C:7]1[C:2](=[O:11])[NH:3][CH:4]=[C:5]([Cl:9])[CH:6]=1. The yield is 0.690.